Dataset: Experimentally validated miRNA-target interactions with 360,000+ pairs, plus equal number of negative samples. Task: Binary Classification. Given a miRNA mature sequence and a target amino acid sequence, predict their likelihood of interaction. (1) The miRNA is hsa-miR-4512 with sequence CAGGGCCUCACUGUAUCGCCCA. Result: 0 (no interaction). The protein sequence of the target gene is MKKENQSFNLDFILLGVTSQQEQNNVFFVIFLCIYPITLTGNLLIILAICADIRLHNPMYFLLANLSLVDIIFSSVTIPKVLANHLLGSKFISFGGCLMQMYFMIALAKADSYTLAAMAYDRAVAISCPLHYTTIMSPRSCILLIAGSWVIGNTSALPHTLLTASLSFCGNQEVANFYCDIMPLLKLSCSDVHFNVKMMYLGVGVFSLPLLCIIVSYVQVFSTVFQVPSTKSLFKAFCTCGSHLTVVFLYYGTTMGMYFRPLTSYSPKDAVITVMYVAVTPALNPFIYSLRNWDMKAALQ.... (2) The miRNA is hsa-miR-2467-5p with sequence UGAGGCUCUGUUAGCCUUGGCUC. The protein sequence of the target gene is MEFLSEKFALKSPPSKNSDFYMGAGGPLEHVMETLDNESFYSKASAGKCVQAFGPLPRAEHHVRLERTSPCQDSSVNYGITKVEGQPLHTELNRAMDNCNSLRMSPVKGMQEKGELDELGDKCDSNVSSSKKRRHRTTFTSLQLEELEKVFQKTHYPDVYVREQLALRTELTEARVQVWFQNRRAKWRKRERYGQIQQAKSHFAATYDISVLPRTDSYPQIQNNLWAGNASGGSVVTSCMLPRDTSSCMTPYSHSPRTDSSYTGFSNHQNQFSHVPLNNFFTDSLLTGATNGHAFETKPE.... Result: 1 (interaction). (3) The protein sequence of the target gene is MAVRSLWAGRLRVQRLLAWSAAWESKGWPLPFSTATQRTAGEDCRSEDPPDELGPPLAERALRVKAVKLEKEVQDLTVRYQRAIADCENIRRRTQRCVEDAKIFGIQSFCKDLVEVADILEKTTECISEESEPEDQKLTLEKVFRGLLLLEAKLKSVFAKHGLEKLTPIGDKYDPHEHELICHVPAGVGVQPGTVALVRQDGYKLHGRTIRLARVEVAVESQRRL. Result: 1 (interaction). The miRNA is hsa-miR-4458 with sequence AGAGGUAGGUGUGGAAGAA. (4) The miRNA is hsa-miR-885-3p with sequence AGGCAGCGGGGUGUAGUGGAUA. The protein sequence of the target gene is MTAPVPAPRILLPLLLLLLLTPPPGARGEVCMASRGLSLFPESCPDFCCGTCDDQYCCSDVLKKFVWSEERCAVPEASVPASVEPVEQLGSALRFRPGYNDPMSGFGATLAVGLTIFVLSVVTIIICFTCSCCCLYKTCRRPRPVVTTTTSTTVVHAPYPQPPSVPPSYPGPSYQGYHTMPPQPGMPAAPYPMQYPPPYPAQPMGPPAYHETLAGGAAAPYPASQPPYNPAYMDAPKAAL. Result: 1 (interaction). (5) The miRNA is hsa-miR-335-5p with sequence UCAAGAGCAAUAACGAAAAAUGU. The protein sequence of the target gene is MSALNWKPFVYGGLASITAECGTFPIDLTKTRLQIQGQTNDAKFKEIRYRGMLHALVRIGREEGLKALYSGIAPAMLRQASYGTIKIGTYQSLKRLFIERPEDETLPINVICGILSGVISSTIANPTDVLKIRMQAQSNTIQGGMIGNFMNIYQQEGTRGLWKGVSLTAQRAAIVVGVELPVYDITKKHLILSGLMGDTVYTHFLSSFTCGLAGALASNPVDVVRTRMMNQRVLRDGRCSGYTGTLDCLLQTWKNEGFFALYKGFWPNWLRLGPWNIIFFVTYEQLKKLDL. Result: 1 (interaction). (6) The miRNA is mmu-miR-467c-3p with sequence AUAUACAUACACACACCUAUAC. The protein sequence of the target gene is MVMFKKIKSFEVVFNDPEKVYGSGEKVAGRVTVEVCEVTRVKAVRILACGVAKVLWMQGSQQCKQTLDYLRYEDTLLLEDQPTGENEMVIMRPGNKYEYKFGFELPQGPLGTSFKGKYGCVDYWVKAFLDRPSQPTQEAKKNFEVMDLVDVNTPDLMAPVSAKKEKKVSCMFIPDGRVSVSARIDRKGFCEGDDISIHADFENTCSRIVVPKAAIVARHTYLANGQTKVLTQKLSSVRGNHIISGTCASWRGKSLRVQKIRPSILGCNILRVEYSLLIYVSVPGSKKVILDLPLVIGSRS.... Result: 0 (no interaction). (7) Result: 0 (no interaction). The miRNA is mmu-miR-466f-5p with sequence UACGUGUGUGUGCAUGUGCAUG. The protein sequence of the target gene is MEDSQSDMSIELPLSQETFSCLWKLLPPDDILPTTATGSPNSMEDLFLPQDVAELLEGPEEALQVSAPAAQEPGTEAPAPVAPASATPWPLSSSVPSQKTYQGNYGFHLGFLQSGTAKSVMCTYSISLNKLFCQLAKTCPVQLWVTSTPPPGTRVRAMAIYKKSQHMTEVVRRCPHHERCSDGDGLAPPQHLIRVEGNPYAEYLDDRQTFRHSVVVPYEPPEVGSDYTTIHYKYMCNSSCMGGMNRRPILTIITLEDSSGNLLGRDSFEVRVCACPGRDRRTEEENFRKKEEHCPELPPG.... (8) The miRNA is hsa-miR-548av-5p with sequence AAAAGUACUUGCGGAUUU. The protein sequence of the target gene is MGMTRMLLECSLSDKLCVIQEKQYEVIIVPTLLVTIFLILLGVILWLFIREQRTQQQRSGPQGIAPVPPPRDLSWEAGHGGNVALPLKETSVENFLGATTPALAKLQVPREQLSEVLEQICSGSCGPIFRANMNTGDPSKPKSVILKALKEPAGLHEVQDFLGRIQFHQYLGKHKNLVQLEGCCTEKLPLYMVLEDVAQGDLLSFLWTCRRDVMTMDGLLYDLTEKQVYHIGKQVLLALEFLQEKHLFHGDVAARNILMQSDLTAKLCGLGLAYEVYTRGAISSTQTIPLKWLAPERLLL.... Result: 0 (no interaction). (9) The miRNA is hsa-miR-339-3p with sequence UGAGCGCCUCGACGACAGAGCCG. The protein sequence of the target gene is MLGLPWKGGLSWALLLLLLGSQILLIYAWHFHEQRDCDEHNVMARYLPATVEFAVHTFNQQSKDYYAYRLGHILNSWKEQVESKTVFSMELLLGRTRCGKFEDDIDNCHFQESTELNNTFTCFFTISTRPWMTQFSLLNKTCLEGFH. Result: 0 (no interaction). (10) The miRNA is hsa-miR-4797-5p with sequence GACAGAGUGCCACUUACUGAA. The protein sequence of the target gene is MATFSGPAGPILSLNPQEDVEFQKEVAQVRKRITQRKKQEQLTPGVVYVRHLPNLLDETQIFSYFSQFGTVTRFRLSRSKRTGNSKGYAFVEFESEDVAKIVAETMNNYLFGERLLECHFMPPEKVHKELFKDWNIPFKQPSYPSVKRYNRNRTLTQKLRMEERFKKKERLLRKKLAKKGIDYDFPSLILQKTESISKTNRQTSTKGQVLRKKKKKVSGTLDTPEKTVDSQGPTPVCTPTFLERRKSQVAELNDDDKDDEIVFKQPISCVKEEIQETQTPTHSRKKRRRSSNQ. Result: 1 (interaction).